Dataset: Catalyst prediction with 721,799 reactions and 888 catalyst types from USPTO. Task: Predict which catalyst facilitates the given reaction. (1) Reactant: [CH2:1]([N:3]1[CH2:8][CH2:7][N:6]2[N:9]=[C:10]([NH2:12])[CH:11]=[C:5]2[CH2:4]1)[CH3:2].Br[C:14]1[C:15](=[O:22])[N:16]([CH3:21])[CH:17]=[C:18]([Br:20])[CH:19]=1.CC1(C)C2C(=C(P(C3C=CC=CC=3)C3C=CC=CC=3)C=CC=2)OC2C(P(C3C=CC=CC=3)C3C=CC=CC=3)=CC=CC1=2.C(=O)([O-])[O-].[Cs+].[Cs+]. Product: [Br:20][C:18]1[CH:19]=[C:14]([NH:12][C:10]2[CH:11]=[C:5]3[CH2:4][N:3]([CH2:1][CH3:2])[CH2:8][CH2:7][N:6]3[N:9]=2)[C:15](=[O:22])[N:16]([CH3:21])[CH:17]=1. The catalyst class is: 102. (2) Reactant: [NH2:1][C:2]1([C:11]([OH:13])=[O:12])[CH2:10][C:9]2[C:4](=[CH:5][CH:6]=[CH:7][CH:8]=2)[CH2:3]1.[OH:14][C:15]1[CH:16]=[C:17]([CH:21]=[CH:22][C:23]=1[CH3:24])[C:18]([OH:20])=O.C1(P(C2C=CC=CC=2)C2C=CC=CC=2)C=CC=CC=1.[Cl:44][C:45]1[CH:46]=[C:47]([CH2:51][CH2:52]O)[CH:48]=[CH:49][CH:50]=1.CC(OC(/N=N/C(OC(C)C)=O)=O)C. Product: [Cl:44][C:45]1[CH:46]=[C:47]([CH2:51][CH2:52][O:14][C:15]2[CH:16]=[C:17]([CH:21]=[CH:22][C:23]=2[CH3:24])[C:18]([NH:1][C:2]2([C:11]([OH:13])=[O:12])[CH2:3][C:4]3[C:9](=[CH:8][CH:7]=[CH:6][CH:5]=3)[CH2:10]2)=[O:20])[CH:48]=[CH:49][CH:50]=1. The catalyst class is: 1. (3) Reactant: [CH3:1][C:2]1[CH:7]=[CH:6][C:5]([N+:8]([O-:10])=[O:9])=[CH:4][C:3]=1[F:11].C1C(=O)N([Br:19])C(=O)C1. Product: [Br:19][CH2:1][C:2]1[CH:7]=[CH:6][C:5]([N+:8]([O-:10])=[O:9])=[CH:4][C:3]=1[F:11]. The catalyst class is: 53. (4) Reactant: [NH2:1][C:2]1[O:3][CH2:4][C:5]2([N:21]=1)[CH:18]1[CH:13]([CH2:14][CH2:15][C:16](=[O:19])[CH2:17]1)[O:12][C:11]1[C:6]2=[CH:7][C:8](Br)=[CH:9][CH:10]=1.[Cl:22][C:23]1[CH:24]=[C:25](B(O)O)[CH:26]=[N:27][CH:28]=1.C([O-])([O-])=O.[Na+].[Na+]. Product: [NH2:1][C:2]1[O:3][CH2:4][C:5]2([N:21]=1)[CH:18]1[CH:13]([CH2:14][CH2:15][C:16](=[O:19])[CH2:17]1)[O:12][C:11]1[C:6]2=[CH:7][C:8]([C:25]2[CH:26]=[N:27][CH:28]=[C:23]([Cl:22])[CH:24]=2)=[CH:9][CH:10]=1. The catalyst class is: 77. (5) Reactant: [Cl:1][C:2]1[C:7]([C:8]2[CH:13]=[CH:12][CH:11]=[CH:10][CH:9]=2)=[N:6][N:5]=[C:4]2[NH:14][N:15]=[C:16](I)[C:3]=12.ClC1C(C2C=CC=CC=2)=NN=[C:21]2[NH:31][N:32]=[CH:33][C:20]=12.[CH3:34][N:35]1[CH2:40][CH2:39][N:38]([CH2:41][CH2:42]O)[CH2:37][CH2:36]1.N(C(OCC)=O)=N[C:46](OCC)=O.C1(P(C2C=CC=CC=2)C2C=CC=CC=2)C=CC=CC=1. Product: [Cl:1][C:2]1[C:7]([C:8]2[CH:13]=[CH:12][CH:11]=[CH:10][CH:9]=2)=[N:6][N:5]=[C:4]2[N:14]([CH2:42][CH2:41][N:38]3[CH2:39][CH2:40][N:35]([CH3:34])[CH2:36][CH2:37]3)[N:15]=[C:16]([C:20]3[CH:21]=[N:31][N:32]([CH3:46])[CH:33]=3)[C:3]=12. The catalyst class is: 12. (6) Reactant: [F:1][C:2]1[CH:7]=[CH:6][CH:5]=[CH:4][C:3]=1[N:8]1[CH:12]=[C:11]([C:13]([O:15]CC)=[O:14])[N:10]=[N:9]1. Product: [F:1][C:2]1[CH:7]=[CH:6][CH:5]=[CH:4][C:3]=1[N:8]1[CH:12]=[C:11]([C:13]([OH:15])=[O:14])[N:10]=[N:9]1. The catalyst class is: 40.